From a dataset of Catalyst prediction with 721,799 reactions and 888 catalyst types from USPTO. Predict which catalyst facilitates the given reaction. (1) Reactant: [OH:1][CH2:2][CH2:3][NH:4][CH2:5][CH:6]([C:8]1[CH:13]=[CH:12][C:11]([N+:14]([O-:16])=[O:15])=[C:10]([CH3:17])[CH:9]=1)[OH:7].[CH3:18][C:19]([O:22][C:23](O[C:23]([O:22][C:19]([CH3:21])([CH3:20])[CH3:18])=[O:24])=[O:24])([CH3:21])[CH3:20]. Product: [OH:7][CH:6]([C:8]1[CH:13]=[CH:12][C:11]([N+:14]([O-:16])=[O:15])=[C:10]([CH3:17])[CH:9]=1)[CH2:5][N:4]([CH2:3][CH2:2][OH:1])[C:23](=[O:24])[O:22][C:19]([CH3:21])([CH3:20])[CH3:18]. The catalyst class is: 1. (2) Reactant: C([Li])CCC.[CH3:6][N:7]1[CH:11]=[CH:10][N:9]=[CH:8]1.[Cl:12][Si](CC)(CC)CC.[Cl:20][C:21]1[CH:22]=[C:23]([N:36]2[C:41](=[O:42])[NH:40][C:39](=[O:43])[CH:38]=[N:37]2)[CH:24]=[CH:25][C:26]=1[C:27](=[O:35])[C:28]1[CH:33]=[CH:32][C:31](Cl)=[CH:30][CH:29]=1.[NH4+].[Cl-]. Product: [OH2:35].[Cl:20][C:21]1[CH:22]=[C:23]([N:36]2[C:41](=[O:42])[NH:40][C:39](=[O:43])[CH:38]=[N:37]2)[CH:24]=[CH:25][C:26]=1[C:27]([C:28]1[CH:33]=[CH:32][CH:31]=[CH:30][C:29]=1[Cl:12])([OH:35])[C:11]1[N:7]([CH3:6])[CH:8]=[N:9][CH:10]=1. The catalyst class is: 1. (3) Reactant: [O:1]=[S:2]1(=[O:28])[C:7]2[CH:8]=[CH:9][CH:10]=[CH:11][C:6]=2[NH:5][C:4]([C:12]2C(=O)[N:16]([N:19]=[CH:20][CH:21]([CH3:23])C)[C:15]3[CH:24]=[CH:25][S:26][C:14]=3[C:13]=2[OH:27])=[N:3]1.[CH3:29][OH:30].[BH4-].[Li+].Cl. Product: [O:28]=[S:2]1(=[O:1])[C:7]2[CH:8]=[CH:9][CH:10]=[CH:11][C:6]=2[NH:5][C:4]([C:12]2[C:29](=[O:30])[N:16]([NH:19][CH2:20][CH2:21][C:23]3[CH:10]=[CH:11][CH:6]=[CH:7][CH:8]=3)[C:15]3[CH:24]=[CH:25][S:26][C:14]=3[C:13]=2[OH:27])=[N:3]1. The catalyst class is: 30. (4) Reactant: [NH2:1][C:2]1[C:7]([O:8]C)=[CH:6][C:5]([C:10]([N:12]2[CH2:17][CH2:16][O:15][CH2:14][CH2:13]2)=[O:11])=[C:4]([F:18])[CH:3]=1.B(Br)(Br)Br. Product: [NH2:1][C:2]1[C:7]([OH:8])=[CH:6][C:5]([C:10]([N:12]2[CH2:13][CH2:14][O:15][CH2:16][CH2:17]2)=[O:11])=[C:4]([F:18])[CH:3]=1. The catalyst class is: 2. (5) Reactant: Br[C:2]1[CH:3]=[N:4][CH:5]=[C:6]2[C:11]=1[N:10]=[C:9]([C:12]([NH2:14])=[O:13])[CH:8]=[CH:7]2.[CH3:15][N:16]1[C:20](B2OC(C)(C)C(C)(C)O2)=[CH:19][CH:18]=[N:17]1.C(=O)([O-])[O-].[Cs+].[Cs+]. Product: [CH3:15][N:16]1[C:20]([C:2]2[CH:3]=[N:4][CH:5]=[C:6]3[C:11]=2[N:10]=[C:9]([C:12]([NH2:14])=[O:13])[CH:8]=[CH:7]3)=[CH:19][CH:18]=[N:17]1. The catalyst class is: 688. (6) Reactant: [N:1]1([C:7]2[N:12]=[CH:11][C:10]([C:13]3[NH:17][C:16]4[CH:18]=[CH:19][CH:20]=[CH:21][C:15]=4[N:14]=3)=[CH:9][CH:8]=2)[CH2:6][CH2:5][NH:4][CH2:3][CH2:2]1.C1COCC1.ClCCl.[F:30][C:31]([F:42])([F:41])[C:32]1[CH:40]=[CH:39][CH:38]=[CH:37][C:33]=1[C:34](Cl)=[O:35]. Product: [NH:17]1[C:16]2[CH:18]=[CH:19][CH:20]=[CH:21][C:15]=2[N:14]=[C:13]1[C:10]1[CH:9]=[CH:8][C:7]([N:1]2[CH2:6][CH2:5][N:4]([C:34]([C:33]3[CH:37]=[CH:38][CH:39]=[CH:40][C:32]=3[C:31]([F:30])([F:41])[F:42])=[O:35])[CH2:3][CH2:2]2)=[N:12][CH:11]=1. The catalyst class is: 66. (7) Reactant: C([Cl:4])(=O)C.[NH2:5][C:6]1[NH:10][N:9]=[C:8]([NH:11][C:12]2[CH:17]=[C:16]([C:18]([F:21])([F:20])[F:19])[C:15]([C:22]3[CH:27]=[CH:26][C:25]([O:28][CH3:29])=[C:24]([S:30]([N:33]4[CH2:38][CH2:37][N:36](C(OC(C)(C)C)=O)[CH2:35][CH2:34]4)(=[O:32])=[O:31])[CH:23]=3)=[C:14]([Cl:46])[CH:13]=2)[N:7]=1. Product: [ClH:4].[Cl:46][C:14]1[CH:13]=[C:12]([NH:11][C:8]2[N:7]=[C:6]([NH2:5])[NH:10][N:9]=2)[CH:17]=[C:16]([C:18]([F:21])([F:19])[F:20])[C:15]=1[C:22]1[CH:27]=[CH:26][C:25]([O:28][CH3:29])=[C:24]([S:30]([N:33]2[CH2:34][CH2:35][NH:36][CH2:37][CH2:38]2)(=[O:31])=[O:32])[CH:23]=1. The catalyst class is: 5. (8) Reactant: [CH3:1][C:2]1[C:10]2[C:5](=[CH:6][C:7]([NH:11][C:12]3[N:28]=[C:15]4[CH:16]=[CH:17][CH:18]=[C:19]([NH:20][CH2:21][CH:22]5[CH2:27][CH2:26][O:25][CH2:24][CH2:23]5)[N:14]4[N:13]=3)=[CH:8][CH:9]=2)[N:4](S(C2C=CC(C)=CC=2)(=O)=O)[N:3]=1.C1(P(C2C=CC=CC=2)C2C3OC4C(=CC=CC=4P(C4C=CC=CC=4)C4C=CC=CC=4)C(C)(C)C=3C=CC=2)C=CC=CC=1.BrC1C=C2C(C(C)=NN2S(C2C=CC(C)=CC=2)(=O)=O)=CC=1.C(=O)([O-])[O-].[Cs+].[Cs+]. Product: [CH3:1][C:2]1[C:10]2[C:5](=[CH:6][C:7]([NH:11][C:12]3[N:28]=[C:15]4[CH:16]=[CH:17][CH:18]=[C:19]([NH:20][CH2:21][CH:22]5[CH2:27][CH2:26][O:25][CH2:24][CH2:23]5)[N:14]4[N:13]=3)=[CH:8][CH:9]=2)[NH:4][N:3]=1. The catalyst class is: 488. (9) Reactant: [Cl:1][C:2]1[N:3]=[C:4]([NH:12][CH2:13][CH:14]2[CH2:17][N:16]([C:18]([O:20]C(C)(C)C)=O)[CH2:15]2)[C:5]2[N:10]([CH3:11])[CH:9]=[CH:8][C:6]=2[N:7]=1.F[C:26](F)(F)[C:27](O)=O.C(N(CC)C(C)C)(C)C.C(Cl)(=O)C=C. Product: [Cl:1][C:2]1[N:3]=[C:4]([NH:12][CH2:13][CH:14]2[CH2:15][N:16]([C:18](=[O:20])[CH:26]=[CH2:27])[CH2:17]2)[C:5]2[N:10]([CH3:11])[CH:9]=[CH:8][C:6]=2[N:7]=1. The catalyst class is: 46. (10) Reactant: C([N:8]1[CH2:13][CH2:12][N:11]2[CH:14]=[N:15][C:16]([C:17]([O:19][CH3:20])=[O:18])=[C:10]2[CH2:9]1)C1C=CC=CC=1. Product: [C:16]1([C:17]([O:19][CH3:20])=[O:18])[N:15]=[CH:14][N:11]2[CH2:12][CH2:13][NH:8][CH2:9][C:10]=12. The catalyst class is: 5.